Dataset: Forward reaction prediction with 1.9M reactions from USPTO patents (1976-2016). Task: Predict the product of the given reaction. (1) Given the reactants [CH3:1][O:2][C:3]1[C:4]([NH:15][C:16](=[O:20])OCC)=[N:5][C:6]2[C:11]([N:12]=1)=[CH:10][C:9]([O:13][CH3:14])=[CH:8][CH:7]=2.[CH3:21][C:22]1[CH:27]=[CH:26][CH:25]=[CH:24][C:23]=1[N:28]1[CH2:33][CH2:32][NH:31][CH2:30][CH2:29]1, predict the reaction product. The product is: [CH3:1][O:2][C:3]1[C:4]([NH:15][C:16]([N:31]2[CH2:32][CH2:33][N:28]([C:23]3[CH:24]=[CH:25][CH:26]=[CH:27][C:22]=3[CH3:21])[CH2:29][CH2:30]2)=[O:20])=[N:5][C:6]2[C:11]([N:12]=1)=[CH:10][C:9]([O:13][CH3:14])=[CH:8][CH:7]=2. (2) Given the reactants [Cl:1][C:2]1[N:3]=[CH:4][C:5]2[NH:11][C:10](=[O:12])[CH2:9][CH2:8][N:7]([CH:13]3[CH2:17][CH2:16][CH2:15][CH2:14]3)[C:6]=2[N:18]=1.[CH3:19]I.[H-].[Na+], predict the reaction product. The product is: [Cl:1][C:2]1[N:3]=[CH:4][C:5]2[N:11]([CH3:19])[C:10](=[O:12])[CH2:9][CH2:8][N:7]([CH:13]3[CH2:17][CH2:16][CH2:15][CH2:14]3)[C:6]=2[N:18]=1. (3) Given the reactants CS(C)=O.C(Cl)(=O)C(Cl)=O.[Cl:11][C:12]1[CH:17]=[CH:16][C:15]([C:18]([CH3:22])([CH3:21])[CH2:19][OH:20])=[CH:14][CH:13]=1.C(N(CC)CC)C, predict the reaction product. The product is: [Cl:11][C:12]1[CH:13]=[CH:14][C:15]([C:18]([CH3:22])([CH3:21])[CH:19]=[O:20])=[CH:16][CH:17]=1. (4) Given the reactants [CH2:1]([O:9][C:10]1[CH:15]=[CH:14][C:13]([CH:16]2[O:21][CH2:20][CH2:19][NH:18][CH2:17]2)=[CH:12][CH:11]=1)[CH2:2][CH2:3][CH2:4][CH2:5][CH2:6][CH2:7][CH3:8].[C:22]([O:26][C:27](=[O:32])[CH2:28][CH2:29][CH2:30]Br)([CH3:25])([CH3:24])[CH3:23].[I-].[K+].C([O-])([O-])=O.[K+].[K+], predict the reaction product. The product is: [C:22]([O:26][C:27](=[O:32])[CH2:28][CH2:29][CH2:30][N:18]1[CH2:19][CH2:20][O:21][CH:16]([C:13]2[CH:12]=[CH:11][C:10]([O:9][CH2:1][CH2:2][CH2:3][CH2:4][CH2:5][CH2:6][CH2:7][CH3:8])=[CH:15][CH:14]=2)[CH2:17]1)([CH3:25])([CH3:24])[CH3:23]. (5) Given the reactants [CH2:1]([O:3][C:4]1[CH:5]=[C:6]([CH:9]=[C:10]([S:13][CH3:14])[C:11]=1[OH:12])[CH:7]=O)[CH3:2].[C:15]1([C:21](=O)[CH2:22][C:23]2[CH:28]=[CH:27][CH:26]=[CH:25][CH:24]=2)[CH:20]=[CH:19][CH:18]=[CH:17][CH:16]=1.[NH2:30][C:31]([NH2:33])=[O:32].Cl, predict the reaction product. The product is: [CH2:1]([O:3][C:4]1[CH:5]=[C:6]([CH:7]2[C:22]([C:23]3[CH:28]=[CH:27][CH:26]=[CH:25][CH:24]=3)=[C:21]([C:15]3[CH:20]=[CH:19][CH:18]=[CH:17][CH:16]=3)[NH:33][C:31](=[O:32])[NH:30]2)[CH:9]=[C:10]([S:13][CH3:14])[C:11]=1[OH:12])[CH3:2]. (6) Given the reactants [NH2:1][C:2]1[CH:7]=[CH:6][C:5]([Br:8])=[CH:4][C:3]=1[C:9](=[N:11][OH:12])[NH2:10].C[O-].[Na+].[CH2:16]([O:18]C(=O)OCC)C, predict the reaction product. The product is: [NH2:1][C:2]1[CH:7]=[CH:6][C:5]([Br:8])=[CH:4][C:3]=1[C:9]1[NH:10][C:16](=[O:18])[O:12][N:11]=1. (7) Given the reactants [C:1]([C:5]1[CH:6]=[CH:7][C:8]2[O:12][C:11]([C:13]3[CH:18]=[CH:17][N:16]=[CH:15][C:14]=3[OH:19])=[N:10][C:9]=2[CH:20]=1)([CH3:4])([CH3:3])[CH3:2].C(=O)([O-])[O-].[K+].[K+].CN(C=O)C.[CH:32](I)([CH3:34])[CH3:33], predict the reaction product. The product is: [C:1]([C:5]1[CH:6]=[CH:7][C:8]2[O:12][C:11]([C:13]3[CH:18]=[CH:17][N:16]=[CH:15][C:14]=3[O:19][CH:32]([CH3:34])[CH3:33])=[N:10][C:9]=2[CH:20]=1)([CH3:4])([CH3:2])[CH3:3].